Predict the product of the given reaction. From a dataset of Forward reaction prediction with 1.9M reactions from USPTO patents (1976-2016). Given the reactants Br[C:2]1[CH:7]=[CH:6][C:5]([S:8]([N:11]([CH3:13])[CH3:12])(=[O:10])=[O:9])=[C:4]([CH3:14])[CH:3]=1.[CH3:15][C:16]1[N:17]([C:25]2[CH:30]=[CH:29][CH:28]=[CH:27][C:26]=2[C:31]([F:34])([F:33])[F:32])[C:18]([CH3:24])=[CH:19][C:20]=1[C:21]([NH2:23])=[O:22].C([O-])([O-])=O.[K+].[K+].CNCCNC, predict the reaction product. The product is: [CH3:12][N:11]([CH3:13])[S:8]([C:5]1[CH:6]=[CH:7][C:2]([NH:23][C:21]([C:20]2[CH:19]=[C:18]([CH3:24])[N:17]([C:25]3[CH:30]=[CH:29][CH:28]=[CH:27][C:26]=3[C:31]([F:33])([F:32])[F:34])[C:16]=2[CH3:15])=[O:22])=[CH:3][C:4]=1[CH3:14])(=[O:10])=[O:9].